This data is from Catalyst prediction with 721,799 reactions and 888 catalyst types from USPTO. The task is: Predict which catalyst facilitates the given reaction. (1) Reactant: [C:1]([NH:4][C:5]1[S:6][C:7]([C:11]2[N:12]=[C:13]([C:16](Cl)=[O:17])[S:14][CH:15]=2)=[C:8]([CH3:10])[N:9]=1)(=[O:3])[CH3:2].[O:19]1[C:23]2([CH2:28][CH2:27][NH:26][CH2:25][CH2:24]2)[O:22][CH2:21][CH2:20]1.C(N(CC)CC)C. Product: [O:19]1[C:23]2([CH2:28][CH2:27][N:26]([C:16]([C:13]3[S:14][CH:15]=[C:11]([C:7]4[S:6][C:5]([NH:4][C:1](=[O:3])[CH3:2])=[N:9][C:8]=4[CH3:10])[N:12]=3)=[O:17])[CH2:25][CH2:24]2)[O:22][CH2:21][CH2:20]1. The catalyst class is: 76. (2) Reactant: C[Si]([N-][Si](C)(C)C)(C)C.[Li+].F[C:12]1[CH:17]=[CH:16][CH:15]=[CH:14][C:13]=1[C:18]1[NH:27][C:26](=O)[C:25]2[C:20](=[CH:21][C:22]([O:31][CH3:32])=[CH:23][C:24]=2[O:29][CH3:30])[N:19]=1.[CH:33]([N:36]1[CH2:41][CH2:40][CH:39]([NH2:42])[CH2:38][CH2:37]1)([CH3:35])[CH3:34]. Product: [CH:33]([N:36]1[CH2:41][CH2:40][CH:39]([NH:42][C:12]2[CH:17]=[CH:16][CH:15]=[CH:14][C:13]=2[C:18]2[N:27]=[CH:26][C:25]3[C:20](=[CH:21][C:22]([O:31][CH3:32])=[CH:23][C:24]=3[O:29][CH3:30])[N:19]=2)[CH2:38][CH2:37]1)([CH3:35])[CH3:34]. The catalyst class is: 1.